Dataset: Forward reaction prediction with 1.9M reactions from USPTO patents (1976-2016). Task: Predict the product of the given reaction. Given the reactants [Br:1][C:2]1[CH:7]=[CH:6][C:5]([CH:8]([C:21]2[CH:26]=[CH:25][CH:24]=[CH:23][C:22]=2[CH3:27])[CH2:9][C:10]([C:12]2[CH:13]=[CH:14][C:15](=[O:20])[N:16]([CH2:18][CH3:19])[CH:17]=2)=O)=[CH:4][CH:3]=1.Cl.[NH2:29][OH:30].C([O-])(O)=O.[Na+], predict the reaction product. The product is: [Br:1][C:2]1[CH:7]=[CH:6][C:5]([CH:8]([C:21]2[CH:26]=[CH:25][CH:24]=[CH:23][C:22]=2[CH3:27])[CH2:9]/[C:10](/[C:12]2[CH:13]=[CH:14][C:15](=[O:20])[N:16]([CH2:18][CH3:19])[CH:17]=2)=[N:29]\[OH:30])=[CH:4][CH:3]=1.